The task is: Predict the reactants needed to synthesize the given product.. This data is from Full USPTO retrosynthesis dataset with 1.9M reactions from patents (1976-2016). The reactants are: [CH2:1]([O:8][C:9]1[CH:36]=[CH:35][C:12]([CH2:13][C@@H:14]([NH:20][C:21](=[O:34])[CH2:22][CH2:23][CH2:24][CH2:25][CH2:26][CH2:27][C:28]2[CH:33]=[CH:32][CH:31]=[CH:30][CH:29]=2)[CH2:15][CH2:16][C:17](=O)[NH2:18])=[CH:11][CH:10]=1)[C:2]1[CH:7]=[CH:6][CH:5]=[CH:4][CH:3]=1.P(Cl)(Cl)(Cl)=O. Given the product [CH2:1]([O:8][C:9]1[CH:36]=[CH:35][C:12]([CH2:13][C@@H:14]([NH:20][C:21](=[O:34])[CH2:22][CH2:23][CH2:24][CH2:25][CH2:26][CH2:27][C:28]2[CH:33]=[CH:32][CH:31]=[CH:30][CH:29]=2)[CH2:15][CH2:16][C:17]#[N:18])=[CH:11][CH:10]=1)[C:2]1[CH:3]=[CH:4][CH:5]=[CH:6][CH:7]=1, predict the reactants needed to synthesize it.